Dataset: Forward reaction prediction with 1.9M reactions from USPTO patents (1976-2016). Task: Predict the product of the given reaction. (1) Given the reactants [CH3:1][NH:2][CH3:3].[CH3:4][C:5]1[CH:12]=[CH:11][CH:10]=[CH:9][C:6]=1[CH:7]=O.C([Cl:16])(=O)C, predict the reaction product. The product is: [Cl-:16].[CH3:1][N+:2]([CH3:3])=[CH:7][C:6]1[CH:9]=[CH:10][CH:11]=[CH:12][C:5]=1[CH3:4]. (2) Given the reactants [N:1]1[CH:6]=[CH:5][CH:4]=[CH:3][C:2]=1[S:7][S:8][CH2:9][CH2:10][C:11]([OH:13])=[O:12].C1OCCOCCOCCOCCOCCOC1.C([O-])([O-])=O.[K+].[K+].Br[CH2:39][C:40]1[C:41]([N+:50]([O-:52])=[O:51])=[C:42](/[CH:46]=[CH:47]/[CH2:48][OH:49])[CH:43]=[CH:44][CH:45]=1.[Na+].[I-], predict the reaction product. The product is: [N:1]1[CH:6]=[CH:5][CH:4]=[CH:3][C:2]=1[S:7][S:8][CH2:9][CH2:10][C:11]([O:13][CH2:39][C:40]1[CH:45]=[CH:44][CH:43]=[C:42](/[CH:46]=[CH:47]/[CH2:48][OH:49])[C:41]=1[N+:50]([O-:52])=[O:51])=[O:12]. (3) Given the reactants [C:1]12([NH2:11])[CH2:10][CH:5]3[CH2:6][CH:7]([CH2:9][CH:3]([CH2:4]3)[CH2:2]1)[CH2:8]2.Cl[CH2:13][C:14]1[N:18]=[C:17]([C:19]2[C:20]([CH3:25])=[N:21][O:22][C:23]=2[CH3:24])[O:16][N:15]=1, predict the reaction product. The product is: [CH3:25][C:20]1[C:19]([C:17]2[O:16][N:15]=[C:14]([CH2:13][NH:11][C:1]34[CH2:8][CH:7]5[CH2:6][CH:5]([CH2:4][CH:3]([CH2:9]5)[CH2:2]3)[CH2:10]4)[N:18]=2)=[C:23]([CH3:24])[O:22][N:21]=1. (4) Given the reactants [OH:1][C:2]1[C:3]([I:11])=[N:4][CH:5]=[C:6]([CH:10]=1)[C:7]([O-:9])=[O:8].[S:12]1[CH:16]=[CH:15][C:14]([CH2:17][CH2:18]O)=[CH:13]1.[C:20]1(P(C2C=CC=CC=2)C2C=CC=CC=2)C=CC=CC=1.O1CCCC1.N(C(OC(C)C)=O)=NC(OC(C)C)=O, predict the reaction product. The product is: [I:11][C:3]1[C:2]([O:1][CH2:18][CH2:17][C:14]2[CH:15]=[CH:16][S:12][CH:13]=2)=[CH:10][C:6]([C:7]([O:9][CH3:20])=[O:8])=[CH:5][N:4]=1. (5) The product is: [NH2:1][C:4]1[CH:5]=[C:6]([C:10]2[CH:19]=[CH:18][CH:17]=[C:16]3[C:11]=2[CH:12]=[CH:13][N:14]=[CH:15]3)[CH:7]=[CH:8][CH:9]=1. Given the reactants [N+:1]([C:4]1[CH:5]=[C:6]([C:10]2[CH:19]=[CH:18][CH:17]=[C:16]3[C:11]=2[CH:12]=[CH:13][N:14]=[CH:15]3)[CH:7]=[CH:8][CH:9]=1)([O-])=O, predict the reaction product. (6) The product is: [OH:29][CH2:28][CH:24]1[CH2:25][CH2:26][CH2:27][N:22]([CH2:21][CH2:20][NH:19][C:15]2[C:14]3[C:13](=[O:17])[C:12]4[C:7](=[CH:8][CH:9]=[CH:10][CH:11]=4)[C:6](=[O:18])[C:5]=3[C:3]([NH:19][CH2:20][CH2:21][N:22]3[CH2:27][CH2:26][CH2:25][CH:24]([CH2:28][OH:29])[CH2:23]3)=[CH:2][CH:1]=2)[CH2:23]1. Given the reactants [CH2:1]1[C:15](=O)[C:14]2[C:5](=[C:6]([OH:18])[C:7]3[C:12]([C:13]=2[OH:17])=[CH:11][CH:10]=[CH:9][CH:8]=3)[C:3](=O)[CH2:2]1.[NH2:19][CH2:20][CH2:21][N:22]1[CH2:27][CH2:26][CH2:25][CH:24]([CH2:28][OH:29])[CH2:23]1, predict the reaction product.